Task: Predict the product of the given reaction.. Dataset: Forward reaction prediction with 1.9M reactions from USPTO patents (1976-2016) (1) Given the reactants Cl[C:2]1[NH:10][C:9]2[C:4](=[N:5][CH:6]=[CH:7][CH:8]=2)[C:3]=1[C:11]#[N:12].[OH:13][CH:14]1[CH2:19][CH2:18][NH:17][CH2:16][CH2:15]1, predict the reaction product. The product is: [OH:13][CH:14]1[CH2:19][CH2:18][N:17]([C:2]2[NH:10][C:9]3[C:4](=[N:5][CH:6]=[CH:7][CH:8]=3)[C:3]=2[C:11]#[N:12])[CH2:16][CH2:15]1. (2) Given the reactants [O:1]1[C:6]2[CH:7]=[CH:8][C:9](/[CH:11]=[CH:12]/[C:13]3[CH:25]=[CH:24][C:16]([C:17]([O:19]C(C)(C)C)=[O:18])=[C:15]([NH:26][C:27]4[CH:32]=[CH:31][C:30]([F:33])=[CH:29][CH:28]=4)[CH:14]=3)=[CH:10][C:5]=2[O:4][CH2:3][CH2:2]1, predict the reaction product. The product is: [O:1]1[C:6]2[CH:7]=[CH:8][C:9](/[CH:11]=[CH:12]/[C:13]3[CH:25]=[CH:24][C:16]([C:17]([OH:19])=[O:18])=[C:15]([NH:26][C:27]4[CH:32]=[CH:31][C:30]([F:33])=[CH:29][CH:28]=4)[CH:14]=3)=[CH:10][C:5]=2[O:4][CH2:3][CH2:2]1. (3) Given the reactants C1(P(C2C=CC=CC=2)C2C=CC=CC=2)C=CC=CC=1.[N:20]([CH2:23][C:24]1[CH:25]=[C:26]2[C:31](=[CH:32][CH:33]=1)[CH2:30][N:29]([C:34]([O:36][C:37]([CH3:40])([CH3:39])[CH3:38])=[O:35])[CH2:28][CH2:27]2)=[N+]=[N-].O.[OH-].[Na+], predict the reaction product. The product is: [NH2:20][CH2:23][C:24]1[CH:25]=[C:26]2[C:31](=[CH:32][CH:33]=1)[CH2:30][N:29]([C:34]([O:36][C:37]([CH3:40])([CH3:39])[CH3:38])=[O:35])[CH2:28][CH2:27]2. (4) Given the reactants C[O:2][C:3](=[O:37])[CH2:4][CH2:5][NH:6][C:7]([C:9]1[S:10][C:11]([CH:14]([O:19][C:20]2[CH:25]=[CH:24][C:23]([C:26]3[CH:31]=[CH:30][C:29]([C:32]([F:35])([F:34])[F:33])=[CH:28][CH:27]=3)=[C:22]([CH3:36])[CH:21]=2)[C:15]([CH3:18])([CH3:17])[CH3:16])=[CH:12][CH:13]=1)=[O:8].[OH-].[Na+].Cl, predict the reaction product. The product is: [CH3:16][C:15]([CH3:18])([CH3:17])[CH:14]([C:11]1[S:10][C:9]([C:7]([NH:6][CH2:5][CH2:4][C:3]([OH:37])=[O:2])=[O:8])=[CH:13][CH:12]=1)[O:19][C:20]1[CH:25]=[CH:24][C:23]([C:26]2[CH:27]=[CH:28][C:29]([C:32]([F:33])([F:34])[F:35])=[CH:30][CH:31]=2)=[C:22]([CH3:36])[CH:21]=1. (5) Given the reactants [CH:1]1([C:4]([NH:6][C:7]2[N:8]=[C:9]3[CH:14]=[CH:13][C:12]([O:15][C:16]4[CH:17]=[C:18]([CH:22]=[CH:23][CH:24]=4)[C:19](O)=[O:20])=[N:11][N:10]3[CH:25]=2)=[O:5])[CH2:3][CH2:2]1.C(Cl)(=O)C(Cl)=O.O1CCCC1.[F:37][C:38]([F:47])([F:46])[C:39]1[CH:40]=[C:41]([CH:43]=[CH:44][CH:45]=1)[NH2:42], predict the reaction product. The product is: [CH:1]1([C:4]([NH:6][C:7]2[N:8]=[C:9]3[CH:14]=[CH:13][C:12]([O:15][C:16]4[CH:17]=[C:18]([CH:22]=[CH:23][CH:24]=4)[C:19]([NH:42][C:41]4[CH:43]=[CH:44][CH:45]=[C:39]([C:38]([F:37])([F:46])[F:47])[CH:40]=4)=[O:20])=[N:11][N:10]3[CH:25]=2)=[O:5])[CH2:3][CH2:2]1. (6) The product is: [N+:28]([C:25]1[CH:26]=[CH:27][C:22]([N:18]2[CH2:19][CH2:20][CH2:21][C@H:16]([NH:15][C@@H:10]3[CH2:11][CH2:12][CH2:13][CH2:14][C@H:9]3[NH:8][C:4]3[CH:3]=[C:2]([C:36]4[CH:37]=[CH:38][CH:39]=[C:34]([O:33][C:32]([F:31])([F:43])[F:44])[CH:35]=4)[CH:7]=[CH:6][N:5]=3)[CH2:17]2)=[CH:23][CH:24]=1)([O-:30])=[O:29]. Given the reactants Br[C:2]1[CH:7]=[CH:6][N:5]=[C:4]([NH:8][C@@H:9]2[CH2:14][CH2:13][CH2:12][CH2:11][C@H:10]2[NH:15][C@H:16]2[CH2:21][CH2:20][CH2:19][N:18]([C:22]3[CH:27]=[CH:26][C:25]([N+:28]([O-:30])=[O:29])=[CH:24][CH:23]=3)[CH2:17]2)[CH:3]=1.[F:31][C:32]([F:44])([F:43])[O:33][C:34]1[CH:35]=[C:36](B(O)O)[CH:37]=[CH:38][CH:39]=1, predict the reaction product. (7) Given the reactants [CH3:1][N:2]1[C:10]2[C:5](=[CH:6][C:7]([NH2:11])=[CH:8][CH:9]=2)[CH:4]=[N:3]1.[C:12]([N:19]1[CH:23]=[CH:22]N=C1)(N1C=CN=C1)=[O:13].NC1C=[CH:39][C:28]([O:29][C:30]2[CH:35]=[CH:34][N:33]=[C:32]([C:36](=[O:38])[CH3:37])[CH:31]=2)=[CH:27][CH:26]=1, predict the reaction product. The product is: [C:36]([C:32]1[CH:31]=[C:30]([O:29][C:28]2[CH:39]=[CH:22][C:23]([NH:19][C:12]([NH:11][C:7]3[CH:6]=[C:5]4[C:10](=[CH:9][CH:8]=3)[N:2]([CH3:1])[N:3]=[CH:4]4)=[O:13])=[CH:26][CH:27]=2)[CH:35]=[CH:34][N:33]=1)(=[O:38])[CH3:37]. (8) Given the reactants Br[C:2]1[CH:10]=[C:9]2[C:5]([C:6]([C:18]([N:20]3[CH2:25][CH2:24][O:23][CH2:22][CH2:21]3)=[O:19])=[N:7][N:8]2[C:11]2[CH:16]=[CH:15][N:14]=[C:13]([NH2:17])[N:12]=2)=[CH:4][CH:3]=1.S1C=CN=C1C(O)(C#C)C.[CH3:36][C:37]1[O:41][N:40]=[C:39]([C:42]([OH:46])([C:44]#[CH:45])[CH3:43])[CH:38]=1, predict the reaction product. The product is: [NH2:17][C:13]1[N:12]=[C:11]([N:8]2[C:9]3[C:5](=[CH:4][CH:3]=[C:2]([C:45]#[C:44][C:42]([C:39]4[CH:38]=[C:37]([CH3:36])[O:41][N:40]=4)([OH:46])[CH3:43])[CH:10]=3)[C:6]([C:18]([N:20]3[CH2:25][CH2:24][O:23][CH2:22][CH2:21]3)=[O:19])=[N:7]2)[CH:16]=[CH:15][N:14]=1.